From a dataset of Peptide-MHC class II binding affinity with 134,281 pairs from IEDB. Regression. Given a peptide amino acid sequence and an MHC pseudo amino acid sequence, predict their binding affinity value. This is MHC class II binding data. (1) The peptide sequence is EPVMNILKWHLHKVV. The MHC is DRB1_0101 with pseudo-sequence DRB1_0101. The binding affinity (normalized) is 0.568. (2) The peptide sequence is SEIQLQRLCVRLFVS. The MHC is DRB1_0401 with pseudo-sequence DRB1_0401. The binding affinity (normalized) is 0.804. (3) The peptide sequence is ARGYISTRVGMGEAA. The MHC is DRB3_0101 with pseudo-sequence DRB3_0101. The binding affinity (normalized) is 0.162.